This data is from Forward reaction prediction with 1.9M reactions from USPTO patents (1976-2016). The task is: Predict the product of the given reaction. (1) Given the reactants [Cl:1][C:2]1[C:7]([N+:8]([O-:10])=[O:9])=[CH:6][CH:5]=[CH:4][C:3]=1[N:11](S(CCC)(=O)=O)[S:12]([CH2:15][CH2:16][CH3:17])(=[O:14])=[O:13].C1COCC1.CO, predict the reaction product. The product is: [Cl:1][C:2]1[C:7]([N+:8]([O-:10])=[O:9])=[CH:6][CH:5]=[CH:4][C:3]=1[NH:11][S:12]([CH2:15][CH2:16][CH3:17])(=[O:14])=[O:13]. (2) The product is: [CH3:32][CH:28]1[N:29]([CH3:43])[CH2:30][CH2:31][N:26]([CH2:25][C:22]2[CH:23]=[CH:24][C:19]([C:16]3[CH:17]=[C:18]4[C:10]([C:6]5[CH:5]=[C:4]6[C:9](=[CH:8][CH:7]=5)[NH:1][CH:2]=[CH:3]6)=[CH:11][NH:12][C:13]4=[N:14][CH:15]=3)=[CH:20][CH:21]=2)[CH2:27]1. Given the reactants [NH:1]1[C:9]2[C:4](=[CH:5][C:6]([C:10]3[C:18]4[C:13](=[N:14][CH:15]=[C:16]([C:19]5[CH:24]=[CH:23][C:22]([CH2:25][N:26]6[CH2:31][CH2:30][NH:29][CH:28]([CH3:32])[CH2:27]6)=[CH:21][CH:20]=5)[CH:17]=4)[N:12](S(C4C=CC(C)=CC=4)(=O)=O)[CH:11]=3)=[CH:7][CH:8]=2)[CH:3]=[CH:2]1.[CH2:43]1COCC1.C=O.C(O[BH-](OC(=O)C)OC(=O)C)(=O)C.[Na+], predict the reaction product. (3) Given the reactants [CH3:1][O:2][C:3]1[CH:8]=[CH:7][C:6]([CH:9]2[CH:11]([C:12]([OH:14])=O)[CH:10]2[C:15]([OH:17])=[O:16])=[CH:5][CH:4]=1, predict the reaction product. The product is: [CH3:1][O:2][C:3]1[CH:4]=[CH:5][C:6]([CH:9]2[CH:10]3[CH:11]2[C:12](=[O:14])[O:17][C:15]3=[O:16])=[CH:7][CH:8]=1. (4) The product is: [F:1][C:2]1[CH:22]=[C:21]([C:26]#[C:25][CH2:24][OH:27])[CH:20]=[CH:19][C:3]=1[NH:4][C:5]1[C:6]([C:13]([NH:15][CH2:16][CH2:17][OH:18])=[O:14])=[CH:7][N:8]([CH3:12])[C:9](=[O:11])[CH:10]=1. Given the reactants [F:1][C:2]1[CH:22]=[C:21](I)[CH:20]=[CH:19][C:3]=1[NH:4][C:5]1[C:6]([C:13]([NH:15][CH2:16][CH2:17][OH:18])=[O:14])=[CH:7][N:8]([CH3:12])[C:9](=[O:11])[CH:10]=1.[CH2:24]([OH:27])[C:25]#[CH:26], predict the reaction product. (5) Given the reactants [CH2:1]([NH:8][S:9]([C:12]1[CH:13]=[C:14]([CH:18]=[CH:19][C:20]([OH:22])=O)[CH:15]=[CH:16][CH:17]=1)(=[O:11])=[O:10])[C:2]1[CH:7]=[CH:6][CH:5]=[CH:4][CH:3]=1.[Cl:23]CCl, predict the reaction product. The product is: [CH2:1]([NH:8][S:9]([C:12]1[CH:13]=[C:14]([CH:18]=[CH:19][C:20]([Cl:23])=[O:22])[CH:15]=[CH:16][CH:17]=1)(=[O:11])=[O:10])[C:2]1[CH:7]=[CH:6][CH:5]=[CH:4][CH:3]=1. (6) Given the reactants Br[CH2:2][CH2:3][CH2:4][CH2:5][CH2:6][CH2:7][CH2:8][O:9][C:10]1[CH:11]=[C:12]2[C:16](=[CH:17][CH:18]=1)[N:15]([C:19]1[CH:24]=[CH:23][C:22]([F:25])=[CH:21][CH:20]=1)[CH:14]=[CH:13]2.[NH:26]1[CH2:31][CH2:30][CH2:29][CH2:28][CH2:27]1, predict the reaction product. The product is: [F:25][C:22]1[CH:23]=[CH:24][C:19]([N:15]2[C:16]3[C:12](=[CH:11][C:10]([O:9][CH2:8][CH2:7][CH2:6][CH2:5][CH2:4][CH2:3][CH2:2][N:26]4[CH2:31][CH2:30][CH2:29][CH2:28][CH2:27]4)=[CH:18][CH:17]=3)[CH:13]=[CH:14]2)=[CH:20][CH:21]=1. (7) Given the reactants [C:1](Cl)(=[O:4])[CH:2]=[CH2:3].[Cl:6][C:7]1[C:8]([C:31]2[C:39]3[C:34](=[CH:35][CH:36]=[CH:37][CH:38]=3)[NH:33][CH:32]=2)=[N:9][C:10]([NH:13][C:14]2[C:19]([O:20][CH3:21])=[CH:18][C:17]([N:22]3[CH2:26][CH2:25][C@@H:24]([N:27]([CH3:29])[CH3:28])[CH2:23]3)=[C:16]([NH2:30])[CH:15]=2)=[N:11][CH:12]=1.CCN(C(C)C)C(C)C, predict the reaction product. The product is: [Cl:6][C:7]1[C:8]([C:31]2[C:39]3[C:34](=[CH:35][CH:36]=[CH:37][CH:38]=3)[NH:33][CH:32]=2)=[N:9][C:10]([NH:13][C:14]2[C:19]([O:20][CH3:21])=[CH:18][C:17]([N:22]3[CH2:26][CH2:25][C@@H:24]([N:27]([CH3:28])[CH3:29])[CH2:23]3)=[C:16]([NH:30][C:1](=[O:4])[CH:2]=[CH2:3])[CH:15]=2)=[N:11][CH:12]=1. (8) Given the reactants CN(C(ON1N=NC2C=CC=NC1=2)=[N+](C)C)C.F[P-](F)(F)(F)(F)F.[Cl:25][C:26]1[C:30]([CH:31]=[O:32])=[CH:29][NH:28][C:27]=1[C:33]([OH:35])=O.[NH2:36][CH2:37][C:38]1[C:39]([F:55])=[C:40]([O:45][C:46]2[CH:47]=[C:48]([CH:51]=[C:52]([Cl:54])[CH:53]=2)[C:49]#[N:50])[C:41]([Cl:44])=[CH:42][CH:43]=1.CCN(C(C)C)C(C)C, predict the reaction product. The product is: [Cl:25][C:26]1[C:30]([CH:31]=[O:32])=[CH:29][NH:28][C:27]=1[C:33]([NH:36][CH2:37][C:38]1[CH:43]=[CH:42][C:41]([Cl:44])=[C:40]([O:45][C:46]2[CH:47]=[C:48]([C:49]#[N:50])[CH:51]=[C:52]([Cl:54])[CH:53]=2)[C:39]=1[F:55])=[O:35]. (9) The product is: [NH2:7][C:6]1[N:5]=[C:3]([SH:4])[N:2]=[C:9]([OH:10])[C:8]=1[CH2:14][CH:15]([O:16][CH2:17][CH3:18])[O:19][CH2:20][CH3:21]. Given the reactants [Na].[NH2:2][C:3]([NH2:5])=[S:4].[C:6]([CH:8]([CH2:14][CH:15]([O:19][CH2:20][CH3:21])[O:16][CH2:17][CH3:18])[C:9](OCC)=[O:10])#[N:7].C(O)(=O)C, predict the reaction product. (10) Given the reactants [F:1][C:2]1[CH:17]=[CH:16][C:5]([CH2:6][CH:7]([C:13](=O)[CH3:14])[C:8]([O:10]CC)=O)=[CH:4][C:3]=1[O:18][C:19]([F:22])([F:21])[F:20].[NH2:23][C:24]1[C:28]([C:29]([O:31][CH2:32][CH3:33])=[O:30])=[CH:27][NH:26][N:25]=1, predict the reaction product. The product is: [F:1][C:2]1[CH:17]=[CH:16][C:5]([CH2:6][C:7]2[C:13]([CH3:14])=[N:23][C:24]3[N:25]([N:26]=[CH:27][C:28]=3[C:29]([O:31][CH2:32][CH3:33])=[O:30])[C:8]=2[OH:10])=[CH:4][C:3]=1[O:18][C:19]([F:20])([F:21])[F:22].